From a dataset of Full USPTO retrosynthesis dataset with 1.9M reactions from patents (1976-2016). Predict the reactants needed to synthesize the given product. (1) Given the product [CH3:1][C:2]1[C:6]([C:7]2[CH:8]=[CH:9][C:10]([C:23]([O:25][CH3:26])=[O:24])=[C:11]3[C:16]=2[O:15][CH2:14][CH:13]([C:17]2[CH:22]=[CH:21][CH:20]=[CH:19][CH:18]=2)[N:12]3[N:29]=[O:30])=[C:5]([CH3:27])[O:4][N:3]=1, predict the reactants needed to synthesize it. The reactants are: [CH3:1][C:2]1[C:6]([C:7]2[CH:8]=[CH:9][C:10]([C:23]([O:25][CH3:26])=[O:24])=[C:11]3[C:16]=2[O:15][CH2:14][CH:13]([C:17]2[CH:22]=[CH:21][CH:20]=[CH:19][CH:18]=2)[NH:12]3)=[C:5]([CH3:27])[O:4][N:3]=1.Cl.[N:29]([O-])=[O:30].[Na+]. (2) Given the product [F:50][C:44]1([F:49])[O:43][C:42]2[CH:51]=[CH:52][C:39]([C:37]([C:34]([Br:1])([CH3:36])[CH3:35])=[O:38])=[CH:40][C:41]=2[O:46][C:45]1([F:48])[F:47], predict the reactants needed to synthesize it. The reactants are: [Br-:1].[Br-].[Br-].C1([N+](C)(C)C)C=CC=CC=1.C1([N+](C)(C)C)C=CC=CC=1.C1([N+](C)(C)C)C=CC=CC=1.[CH:34]([C:37]([C:39]1[CH:52]=[CH:51][C:42]2[O:43][C:44]([F:50])([F:49])[C:45]([F:48])([F:47])[O:46][C:41]=2[CH:40]=1)=[O:38])([CH3:36])[CH3:35].